This data is from Full USPTO retrosynthesis dataset with 1.9M reactions from patents (1976-2016). The task is: Predict the reactants needed to synthesize the given product. (1) Given the product [NH:1]1[C:9]2[C:4](=[CH:5][C:6]([NH:10][C:11]3[C:15]([C:16]([NH2:18])=[O:17])=[C:14]([NH:19][CH2:24][C:23]4[CH:26]=[C:27]([CH3:30])[C:28]([OH:29])=[C:21]([CH3:20])[CH:22]=4)[NH:13][N:12]=3)=[CH:7][CH:8]=2)[CH:3]=[N:2]1, predict the reactants needed to synthesize it. The reactants are: [NH:1]1[C:9]2[C:4](=[CH:5][C:6]([NH:10][C:11]3[C:15]([C:16]([NH2:18])=[O:17])=[C:14]([NH2:19])[NH:13][N:12]=3)=[CH:7][CH:8]=2)[CH:3]=[N:2]1.[CH3:20][C:21]1[CH:22]=[C:23]([CH:26]=[C:27]([CH3:30])[C:28]=1[OH:29])[CH:24]=O.[BH4-].[Na+].O. (2) Given the product [F:1][C:2]1[CH:7]=[CH:6][CH:5]=[CH:4][C:3]=1[C:8]1[CH:20]=[CH:19][C:18]([C:21]([NH2:31])=[O:22])=[C:17]2[C:9]=1[C:10]1[CH2:11][CH:12]([OH:24])[CH2:13][CH2:14][C:15]=1[NH:16]2, predict the reactants needed to synthesize it. The reactants are: [F:1][C:2]1[CH:7]=[CH:6][CH:5]=[CH:4][C:3]=1[C:8]1[CH:20]=[CH:19][C:18]([C:21](O)=[O:22])=[C:17]2[C:9]=1[C:10]1[CH2:11][CH:12]([OH:24])[CH2:13][CH2:14][C:15]=1[NH:16]2.[Cl-].[NH4+].C1C=[N:31]C2N(O)N=NC=2C=1.C(Cl)CCl.CCN(C(C)C)C(C)C. (3) The reactants are: [F:1][C:2]1[CH:7]=[C:6]([CH:8]([OH:14])[CH2:9][CH2:10][CH2:11][CH2:12][CH3:13])[CH:5]=[CH:4][C:3]=1[NH:15][C:16](=[O:21])[C:17]([CH3:20])([CH3:19])[CH3:18].C[N+]1([O-])CCOCC1. Given the product [F:1][C:2]1[CH:7]=[C:6]([C:8](=[O:14])[CH2:9][CH2:10][CH2:11][CH2:12][CH3:13])[CH:5]=[CH:4][C:3]=1[NH:15][C:16](=[O:21])[C:17]([CH3:20])([CH3:19])[CH3:18], predict the reactants needed to synthesize it. (4) Given the product [CH2:38]([C:23]1([CH2:47][CH:46]=[CH2:45])[C:22](=[O:25])[N:11]2[CH2:12][CH2:13][N:14]([C:15]([O:17][C:18]([CH3:21])([CH3:20])[CH3:19])=[O:16])[CH:9]([C:3]3[CH:4]=[CH:5][C:6]([CH3:8])=[CH:7][C:2]=3[CH3:1])[CH:10]2[CH2:24]1)[CH:39]=[CH2:40], predict the reactants needed to synthesize it. The reactants are: [CH3:1][C:2]1[CH:7]=[C:6]([CH3:8])[CH:5]=[CH:4][C:3]=1[CH:9]1[N:14]([C:15]([O:17][C:18]([CH3:21])([CH3:20])[CH3:19])=[O:16])[CH2:13][CH2:12][N:11]2[C:22](=[O:25])[CH2:23][CH2:24][CH:10]12.[Li+].C[Si]([N-][Si](C)(C)C)(C)C.CN1C(=O)N(C)[CH2:40][CH2:39][CH2:38]1.[CH2:45](Br)[CH:46]=[CH2:47]. (5) The reactants are: C([O:8][P:9]([O:19][C:20]1[CH:25]=[CH:24][C:23]([CH:26]2[CH2:31][CH2:30][CH2:29][CH2:28][CH2:27]2)=[C:22]([O:32][P:33]([O:43]CC2C=CC=CC=2)([O:35]CC2C=CC=CC=2)=[O:34])[CH:21]=1)([O:11]CC1C=CC=CC=1)=[O:10])C1C=CC=CC=1. Given the product [P:9]([O:19][C:20]1[CH:25]=[CH:24][C:23]([CH:26]2[CH2:31][CH2:30][CH2:29][CH2:28][CH2:27]2)=[C:22]([O:32][P:33]([OH:35])([OH:43])=[O:34])[CH:21]=1)([OH:11])([OH:10])=[O:8], predict the reactants needed to synthesize it. (6) Given the product [F:1][C:2]1[C:7]([N:8]2[C:12]([S:13]([C:16]3[CH:21]=[CH:20][CH:19]=[C:18]([CH3:22])[CH:17]=3)(=[O:15])=[O:14])=[CH:11][C:10]([CH2:23][OH:24])=[N:9]2)=[CH:6][CH:5]=[CH:4][N:3]=1, predict the reactants needed to synthesize it. The reactants are: [F:1][C:2]1[C:7]([N:8]2[C:12]([S:13]([C:16]3[CH:21]=[CH:20][CH:19]=[C:18]([CH3:22])[CH:17]=3)(=[O:15])=[O:14])=[CH:11][C:10]([C:23](OCC)=[O:24])=[N:9]2)=[CH:6][CH:5]=[CH:4][N:3]=1.[H-].C([Al+]CC(C)C)C(C)C.Cl.